Dataset: Forward reaction prediction with 1.9M reactions from USPTO patents (1976-2016). Task: Predict the product of the given reaction. (1) The product is: [OH:20][CH2:21][CH2:22][NH:23][C:24]([NH:26][C:27]1[S:28][C:29]2[C:35]([C:36]3[CH:41]=[CH:40][CH:39]=[CH:38][N:37]=3)=[CH:34][C:33]([C:9]3[CH:14]=[N:13][C:12]([C:15]([OH:18])([CH3:16])[CH3:17])=[N:11][CH:10]=3)=[CH:32][C:30]=2[N:31]=1)=[O:25]. Given the reactants CC1(C)C(C)(C)OB([C:9]2[CH:10]=[N:11][C:12]([C:15]([OH:18])([CH3:17])[CH3:16])=[N:13][CH:14]=2)O1.[OH:20][CH2:21][CH2:22][NH:23][C:24]([NH:26][C:27]1[S:28][C:29]2[C:35]([C:36]3[CH:41]=[CH:40][CH:39]=[CH:38][N:37]=3)=[CH:34][C:33](OS(C(F)(F)F)(=O)=O)=[CH:32][C:30]=2[N:31]=1)=[O:25].C([O-])([O-])=O.[Cs+].[Cs+], predict the reaction product. (2) Given the reactants [C:1]([C:4]1[N:9]=[CH:8][CH:7]=[CH:6]N=1)(=[O:3])[CH3:2].[CH:10](N(CC)C(C)C)(C)C.[CH:19]([Si:22](OS(C(F)(F)F)(=O)=O)([CH:26]([CH3:28])[CH3:27])[CH:23]([CH3:25])[CH3:24])([CH3:21])[CH3:20], predict the reaction product. The product is: [CH:26]([Si:22]([CH:19]([CH3:20])[CH3:21])([CH:23]([CH3:25])[CH3:24])[O:3][C:1]([C:4]1[CH:10]=[CH:6][CH:7]=[CH:8][N:9]=1)=[CH2:2])([CH3:27])[CH3:28]. (3) The product is: [CH3:35][N:36]([CH2:37][C@H:38]([OH:39])[C@@H:40]([OH:41])[C@H:42]([OH:43])[C@H:44]([OH:45])[CH2:46][OH:47])[C:31]([C:28]1[N:20]2[C:19]([CH2:18][N:17]([C:15]([C:12]3[CH:13]=[CH:14][C:9]([C:4]4[CH:5]=[CH:6][CH:7]=[CH:8][C:3]=4[O:2][CH3:1])=[C:10]([CH3:34])[CH:11]=3)=[O:16])[C:23]3[CH:24]=[CH:25][CH:26]=[CH:27][C:22]=3[CH2:21]2)=[CH:30][CH:29]=1)=[O:32]. Given the reactants [CH3:1][O:2][C:3]1[CH:8]=[CH:7][CH:6]=[CH:5][C:4]=1[C:9]1[CH:14]=[CH:13][C:12]([C:15]([N:17]2[C:23]3[CH:24]=[CH:25][CH:26]=[CH:27][C:22]=3[CH2:21][N:20]3[C:28]([C:31](O)=[O:32])=[CH:29][CH:30]=[C:19]3[CH2:18]2)=[O:16])=[CH:11][C:10]=1[CH3:34].[CH3:35][NH:36][CH2:37][C@@H:38]([C@H:40]([C@@H:42]([C@@H:44]([CH2:46][OH:47])[OH:45])[OH:43])[OH:41])[OH:39].O.ON1C2C=CC=CC=2N=N1.Cl.CN(C)CCCN=C=NCC.C(N(CC)C(C)C)(C)C, predict the reaction product. (4) Given the reactants [C:1]([O:5][C:6](=[O:34])[NH:7][C:8]1[CH:13]=[CH:12][C:11]([C:14]2[S:15][CH:16]=[CH:17][CH:18]=2)=[CH:10][C:9]=1[NH:19][C:20](=[O:33])[C:21]1[CH:26]=[CH:25][C:24]([CH:27]([OH:32])[C:28](=[O:31])[NH:29][CH3:30])=[CH:23][CH:22]=1)([CH3:4])([CH3:3])[CH3:2].N1C=CC=CC=1.[C:41](OC(=O)C)(=[O:43])[CH3:42], predict the reaction product. The product is: [C:41]([O:32][CH:27]([C:24]1[CH:23]=[CH:22][C:21]([C:20]([NH:19][C:9]2[CH:10]=[C:11]([C:14]3[S:15][CH:16]=[CH:17][CH:18]=3)[CH:12]=[CH:13][C:8]=2[NH:7][C:6]([O:5][C:1]([CH3:4])([CH3:2])[CH3:3])=[O:34])=[O:33])=[CH:26][CH:25]=1)[C:28]([NH:29][CH3:30])=[O:31])(=[O:43])[CH3:42]. (5) Given the reactants [OH:1][CH:2]1[CH2:6][CH2:5][NH:4][CH2:3]1.[F:7][C:8]1[CH:13]=[CH:12][C:11](O)=[CH:10][CH:9]=1, predict the reaction product. The product is: [F:7][C:8]1[CH:13]=[CH:12][C:11]([O:1][C@H:2]2[CH2:6][CH2:5][NH:4][CH2:3]2)=[CH:10][CH:9]=1.